Dataset: Forward reaction prediction with 1.9M reactions from USPTO patents (1976-2016). Task: Predict the product of the given reaction. (1) Given the reactants [Cl:1][C:2]1[N:7]=[C:6]([C:8]#N)[CH:5]=[CH:4][C:3]=1[OH:10].Cl.Cl.[O:13]1CCOC[CH2:14]1.C[OH:20], predict the reaction product. The product is: [Cl:1][C:2]1[N:7]=[C:6]([C:8]([O:13][CH3:14])=[O:20])[CH:5]=[CH:4][C:3]=1[OH:10]. (2) Given the reactants [C:1]1([CH:7]([NH:9][C:10]2[CH:11]=[C:12]([N:22]3[CH2:27][CH2:26][N:25](C(OC(C)(C)C)=O)[CH2:24][CH2:23]3)[CH:13]=[CH:14][C:15]=2[C:16](=[O:21])[C:17]([F:20])([F:19])[F:18])[CH3:8])[CH:6]=[CH:5][CH:4]=[CH:3][CH:2]=1.[ClH:35], predict the reaction product. The product is: [ClH:35].[C:1]1([CH:7]([NH:9][C:10]2[CH:11]=[C:12]([N:22]3[CH2:23][CH2:24][NH:25][CH2:26][CH2:27]3)[CH:13]=[CH:14][C:15]=2[C:16](=[O:21])[C:17]([F:20])([F:18])[F:19])[CH3:8])[CH:6]=[CH:5][CH:4]=[CH:3][CH:2]=1. (3) The product is: [F:15][C:16]1[CH:21]=[CH:20][C:19]([C@H:22]([NH:24][C@H:10]2[CH2:11][CH2:12][C@@H:8]([C:5]3[CH:6]=[N:7][C:2]([I:1])=[CH:3][CH:4]=3)[CH2:9]2)[CH3:23])=[CH:18][C:17]=1[O:25][CH3:26]. Given the reactants [I:1][C:2]1[N:7]=[CH:6][C:5]([C@@H:8]2[CH2:12][CH2:11][C:10](=O)[CH2:9]2)=[CH:4][CH:3]=1.Cl.[F:15][C:16]1[CH:21]=[CH:20][C:19]([C@H:22]([NH2:24])[CH3:23])=[CH:18][C:17]=1[O:25][CH3:26], predict the reaction product. (4) Given the reactants [C:1]1(=[O:11])[C:10]2[C:5](=[CH:6][CH:7]=[CH:8][CH:9]=2)[CH2:4][CH2:3][CH2:2]1.Cl.[CH3:13][NH2:14].[CH2:15]=O, predict the reaction product. The product is: [CH3:13][NH:14][CH2:15][CH:2]1[CH2:3][CH2:4][C:5]2[C:10](=[CH:9][CH:8]=[CH:7][CH:6]=2)[C:1]1=[O:11]. (5) Given the reactants [C:1]([OH:9])(=O)[C:2]1[CH:7]=[CH:6][CH:5]=[N:4][CH:3]=1.[CH3:10][N:11](C)[C:12](Cl)=O.CN1C=CN=C1, predict the reaction product. The product is: [CH3:10][N:11]([CH3:12])[C:1](=[O:9])[C:2]1[CH:7]=[CH:6][CH:5]=[N:4][CH:3]=1. (6) Given the reactants [C:1]1([CH:9]=[CH:10][C:11]2[CH:17]=[CH:16][C:14]([OH:15])=[CH:13][CH:12]=2)[CH:8]=[C:6]([OH:7])[CH:5]=[C:3]([OH:4])[CH:2]=1.[CH2:18]([OH:94])[C@H:19]1[O:24][C@@H:23]2[O:25][C@H:26]3[C@H:31]([OH:32])[C@@H:30]([OH:33])[C@@H:29]([O:34][C@H:35]4[C@H:40]([OH:41])[C@@H:39]([OH:42])[C@@H:38]([O:43][C@H:44]5[C@H:49]([OH:50])[C@@H:48]([OH:51])[C@@H:47]([O:52][C@H:53]6[C@H:58]([OH:59])[C@@H:57]([OH:60])[C@@H:56]([O:61][C@H:62]7[C@H:67]([OH:68])[C@@H:66]([OH:69])[C@@H:65]([O:70][C@H:71]8[C@H:77]([OH:78])[C@@H:76]([OH:79])[C@@H:74]([O:75][C@H:20]1[C@H:21]([OH:93])[C@H:22]2[OH:92])[O:73][C@@H:72]8[CH2:80][OH:81])[O:64][C@@H:63]7[CH2:82][OH:83])[O:55][C@@H:54]6[CH2:84][OH:85])[O:46][C@@H:45]5[CH2:86][OH:87])[O:37][C@@H:36]4[CH2:88][OH:89])[O:28][C@@H:27]3[CH2:90][OH:91].[NH2:95][CH2:96][C:97]([OH:99])=[O:98], predict the reaction product. The product is: [C:1]1([CH:9]=[CH:10][C:11]2[CH:17]=[CH:16][C:14]([OH:15])=[CH:13][CH:12]=2)[CH:8]=[C:6]([OH:7])[CH:5]=[C:3]([OH:4])[CH:2]=1.[CH2:84]([OH:85])[C@H:54]1[O:55][C@@H:56]2[O:61][C@H:62]3[C@H:67]([OH:68])[C@@H:66]([OH:69])[C@@H:65]([O:70][C@H:71]4[C@H:77]([OH:78])[C@@H:76]([OH:79])[C@@H:74]([O:75][C@H:20]5[C@H:21]([OH:93])[C@@H:22]([OH:92])[C@@H:23]([O:25][C@H:26]6[C@H:31]([OH:32])[C@@H:30]([OH:33])[C@@H:29]([O:34][C@H:35]7[C@H:40]([OH:41])[C@@H:39]([OH:42])[C@@H:38]([O:43][C@H:44]8[C@H:49]([OH:50])[C@@H:48]([OH:51])[C@@H:47]([O:52][C@H:53]1[C@H:58]([OH:59])[C@H:57]2[OH:60])[O:46][C@@H:45]8[CH2:86][OH:87])[O:37][C@@H:36]7[CH2:88][OH:89])[O:28][C@@H:27]6[CH2:90][OH:91])[O:24][C@@H:19]5[CH2:18][OH:94])[O:73][C@@H:72]4[CH2:80][OH:81])[O:64][C@@H:63]3[CH2:82][OH:83].[NH2:95][CH2:96][C:97]([OH:99])=[O:98].[C:1]1([CH:9]=[CH:10][C:11]2[CH:17]=[CH:16][C:14]([OH:15])=[CH:13][CH:12]=2)[CH:8]=[C:6]([OH:7])[CH:5]=[C:3]([OH:4])[CH:2]=1. (7) Given the reactants [C:1]([C:3]1[C:8]([C:9]([C:17]2[CH:22]=[CH:21][CH:20]=[C:19]([O:23][CH2:24][CH2:25][CH2:26][F:27])[CH:18]=2)=[N:10]S(C(C)(C)C)=O)=[CH:7][CH:6]=[CH:5][N:4]=1)#[N:2].I[C:29]1[CH:34]=[CH:33][N:32]=[C:31]([O:35][CH3:36])[CH:30]=1, predict the reaction product. The product is: [F:27][CH2:26][CH2:25][CH2:24][O:23][C:19]1[CH:18]=[C:17]([C:9]2([C:29]3[CH:34]=[CH:33][N:32]=[C:31]([O:35][CH3:36])[CH:30]=3)[C:8]3[C:3](=[N:4][CH:5]=[CH:6][CH:7]=3)[C:1]([NH2:2])=[N:10]2)[CH:22]=[CH:21][CH:20]=1.